From a dataset of Reaction yield outcomes from USPTO patents with 853,638 reactions. Predict the reaction yield, written as a fraction of the theoretical maximum amount of product (1.0 means a 100% yield; for example, 0.34 means a 34% yield). (1) The product is [NH2:11][C@@:5]([CH3:18])([CH2:6][C@@H:7]([CH3:10])[CH2:8][CH3:9])[CH2:4][C:3]([OH:19])=[O:2]. The reactants are C[O:2][C:3](=[O:19])[CH2:4][C@@:5]([CH3:18])([NH:11][S@](C(C)(C)C)=O)[CH2:6][C@@H:7]([CH3:10])[CH2:8][CH3:9].Cl. The yield is 0.770. The catalyst is CC(C)=O.O. (2) The reactants are [F:1][C:2]1[CH:11]=[C:10]2[C:5]([CH:6]=[C:7]([C:13]3[N:14]=[CH:15][NH:16][CH:17]=3)[C:8](=[O:12])[O:9]2)=[CH:4][CH:3]=1.I[C:19]1[CH:24]=[CH:23][CH:22]=[CH:21][CH:20]=1.CN[C@@H]1CCCC[C@H]1NC.C([O-])([O-])=O.[Cs+].[Cs+]. The catalyst is O.[Cu]I.CN(C=O)C. The product is [F:1][C:2]1[CH:11]=[C:10]2[C:5]([CH:6]=[C:7]([C:13]3[N:14]=[CH:15][N:16]([C:19]4[CH:24]=[CH:23][CH:22]=[CH:21][CH:20]=4)[CH:17]=3)[C:8](=[O:12])[O:9]2)=[CH:4][CH:3]=1. The yield is 0.430. (3) The reactants are [C:1]1([CH2:7][CH2:8][CH2:9][CH2:10][OH:11])[CH:6]=[CH:5][CH:4]=[CH:3][CH:2]=1.[C:12](Cl)(=[O:16])[CH2:13][CH2:14][CH3:15]. The catalyst is ClCCl. The product is [C:1]1([CH2:7][CH2:8][CH2:9][CH2:10][O:11][C:12](=[O:16])[CH2:13][CH2:14][CH3:15])[CH:6]=[CH:5][CH:4]=[CH:3][CH:2]=1. The yield is 0.940. (4) The reactants are [C:1]([O:5][C:6]([N:8]1[CH2:13][CH2:12][CH2:11][C@@H:10]([C:14](=[O:28])[C:15]2[CH:20]=[CH:19][CH:18]=[CH:17][C:16]=2[O:21][C:22]2[CH:27]=[CH:26][CH:25]=[CH:24][CH:23]=2)[CH2:9]1)=[O:7])([CH3:4])([CH3:3])[CH3:2].[CH3:29][O:30][CH2:31][CH2:32][CH2:33][CH2:34][Mg]Cl. The catalyst is C1COCC1. The product is [OH:28][C:14]([C@@H:10]1[CH2:11][CH2:12][CH2:13][N:8]([C:6]([O:5][C:1]([CH3:4])([CH3:2])[CH3:3])=[O:7])[CH2:9]1)([C:15]1[CH:20]=[CH:19][CH:18]=[CH:17][C:16]=1[O:21][C:22]1[CH:23]=[CH:24][CH:25]=[CH:26][CH:27]=1)[CH2:34][CH2:33][CH2:32][CH2:31][O:30][CH3:29]. The yield is 0.260. (5) The reactants are C(OC(=O)[NH:7][C@H:8]([CH2:34][C:35]1[CH:40]=[C:39]([F:41])[C:38]([F:42])=[CH:37][C:36]=1[F:43])[CH2:9][C:10]([N:12]1[CH2:17][CH2:16][N:15]2[C:18]([C:30]([F:33])([F:32])[F:31])=[N:19][C:20]([C:21]([N:23]3[CH2:27][CH2:26][CH2:25][C@H:24]3[CH2:28][OH:29])=[O:22])=[C:14]2[CH2:13]1)=[O:11])(C)(C)C.[Cl:45]CCl.Cl. The catalyst is CO. The product is [ClH:45].[NH2:7][C@H:8]([CH2:34][C:35]1[CH:40]=[C:39]([F:41])[C:38]([F:42])=[CH:37][C:36]=1[F:43])[CH2:9][C:10]([N:12]1[CH2:17][CH2:16][N:15]2[C:18]([C:30]([F:33])([F:32])[F:31])=[N:19][C:20]([C:21]([N:23]3[CH2:27][CH2:26][CH2:25][C@H:24]3[CH2:28][OH:29])=[O:22])=[C:14]2[CH2:13]1)=[O:11]. The yield is 0.840. (6) The reactants are [C:1]([C:3]1[CH:8]=[CH:7][C:6]([CH:9]2[CH2:14][CH2:13][N:12]([C:15]([C:17]3[CH:18]=[CH:19][C:20]([CH3:26])=[C:21]([CH:25]=3)[C:22]([OH:24])=[O:23])=[O:16])[CH2:11][CH2:10]2)=[CH:5][CH:4]=1)#[N:2].S(=O)(=O)(O)O.[CH3:32]O. No catalyst specified. The product is [C:1]([C:3]1[CH:8]=[CH:7][C:6]([CH:9]2[CH2:14][CH2:13][N:12]([C:15]([C:17]3[CH:18]=[CH:19][C:20]([CH3:26])=[C:21]([CH:25]=3)[C:22]([O:24][CH3:32])=[O:23])=[O:16])[CH2:11][CH2:10]2)=[CH:5][CH:4]=1)#[N:2]. The yield is 0.900. (7) The yield is 0.280. The catalyst is O1CCCC1. The product is [NH:18]1[CH:19]=[N:20][C:16]([C:12]2[CH:11]=[C:10]3[C:15](=[CH:14][CH:13]=2)[NH:7][N:8]=[C:9]3[C:40]2[CH:45]=[CH:44][C:43]([NH:46][S:48]([CH3:47])(=[O:50])=[O:49])=[CH:42][CH:41]=2)=[N:17]1. The reactants are O1CCCCC1[N:7]1[C:15]2[C:10](=[CH:11][C:12]([C:16]3[N:20]=[CH:19][N:18](C(C4C=CC=CC=4)(C4C=CC=CC=4)C4C=CC=CC=4)[N:17]=3)=[CH:13][CH:14]=2)[C:9]([C:40]2[CH:45]=[CH:44][C:43]([NH2:46])=[CH:42][CH:41]=2)=[N:8]1.[CH3:47][S:48](Cl)(=[O:50])=[O:49].C(N(CC)CC)C. (8) The reactants are [CH3:1][N:2]1[CH2:7][CH2:6][CH:5]([CH2:8][N:9]2[CH2:14][CH2:13][NH:12][CH2:11][CH2:10]2)[CH2:4][CH2:3]1.Br[CH2:16][C:17]([N:19]([C:26]1[CH:31]=[CH:30][CH:29]=[CH:28][CH:27]=1)[C:20]1[CH:25]=[CH:24][CH:23]=[CH:22][CH:21]=1)=[O:18].C([O-])(O)=O.[Na+]. The catalyst is CC#N. The product is [CH3:1][N:2]1[CH2:7][CH2:6][CH:5]([CH2:8][N:9]2[CH2:14][CH2:13][N:12]([CH2:16][C:17]([N:19]([C:26]3[CH:31]=[CH:30][CH:29]=[CH:28][CH:27]=3)[C:20]3[CH:25]=[CH:24][CH:23]=[CH:22][CH:21]=3)=[O:18])[CH2:11][CH2:10]2)[CH2:4][CH2:3]1. The yield is 0.800. (9) The reactants are [CH:1]([C:4]1[CH:9]=[CH:8][C:7]([C:10]2[C:14]3[C:15]([CH3:30])=[C:16]([NH:21][C:22](=O)[C:23]4[CH:28]=[CH:27][CH:26]=[CH:25][CH:24]=4)[C:17]([CH3:20])=[C:18]([CH3:19])[C:13]=3[O:12][C:11]=2[CH3:31])=[CH:6][CH:5]=1)([CH3:3])[CH3:2]. The catalyst is C(O)C. The product is [CH2:22]([NH:21][C:16]1[C:17]([CH3:20])=[C:18]([CH3:19])[C:13]2[O:12][C:11]([CH3:31])=[C:10]([C:7]3[CH:6]=[CH:5][C:4]([CH:1]([CH3:2])[CH3:3])=[CH:9][CH:8]=3)[C:14]=2[C:15]=1[CH3:30])[C:23]1[CH:28]=[CH:27][CH:26]=[CH:25][CH:24]=1. The yield is 0.550.